Task: Predict the product of the given reaction.. Dataset: Forward reaction prediction with 1.9M reactions from USPTO patents (1976-2016) Given the reactants [Br:1][C:2]1[S:6][C:5]([S:7](Cl)(=[O:9])=[O:8])=[CH:4][CH:3]=1.C(N(CC)CC)C.[CH3:18][N:19]([CH3:23])[CH2:20][CH2:21][NH2:22], predict the reaction product. The product is: [CH3:18][N:19]([CH3:23])[CH2:20][CH2:21][NH:22][S:7]([C:5]1[S:6][C:2]([Br:1])=[CH:3][CH:4]=1)(=[O:9])=[O:8].